From a dataset of Aqueous solubility values for 9,982 compounds from the AqSolDB database. Regression/Classification. Given a drug SMILES string, predict its absorption, distribution, metabolism, or excretion properties. Task type varies by dataset: regression for continuous measurements (e.g., permeability, clearance, half-life) or binary classification for categorical outcomes (e.g., BBB penetration, CYP inhibition). For this dataset (solubility_aqsoldb), we predict Y. (1) The drug is Oc1ccc(Cl)c2cccnc12. The Y is -3.98 log mol/L. (2) The molecule is CN(C)P(=O)(N(C)C)n1nc(-c2ccccc2)nc1N. The Y is -3.07 log mol/L. (3) The compound is CN1COCN=C1N[N+](=O)[O-]. The Y is -1.00 log mol/L. (4) The molecule is CS(=O)(=O)NS(=O)(=O)C1CCCCC1. The Y is -0.330 log mol/L. (5) The compound is OCC1=C[C@@H](O)[C@@H]2C=CO[C@@H](O[C@@H]3O[C@H](CO)[C@@H](O)[C@H](O)[C@H]3O)[C@H]12. The Y is 0.0119 log mol/L.